Dataset: Reaction yield outcomes from USPTO patents with 853,638 reactions. Task: Predict the reaction yield, written as a fraction of the theoretical maximum amount of product (1.0 means a 100% yield; for example, 0.34 means a 34% yield). (1) The reactants are [C:9](O[C:9]([O:11][C:12]([CH3:15])([CH3:14])[CH3:13])=[O:10])([O:11][C:12]([CH3:15])([CH3:14])[CH3:13])=[O:10].[NH2:16][C:17]1[C:25]2[C:24]([C:26]#[N:27])=[CH:23][CH:22]=[CH:21][C:20]=2[NH:19][N:18]=1.C(N(CC)CC)C. The catalyst is ClCCl.CN(C)C1C=CN=CC=1.C(#N)C. The product is [NH2:16][C:17]1[C:25]2[C:20](=[CH:21][CH:22]=[CH:23][C:24]=2[C:26]#[N:27])[N:19]([C:9]([O:11][C:12]([CH3:13])([CH3:14])[CH3:15])=[O:10])[N:18]=1. The yield is 0.560. (2) The reactants are [CH3:1][S:2][C:3]1[S:4][C:5]2[CH:11]=[C:10]([CH2:12][N:13]3[CH:18]=[CH:17][N:16]=[C:15]([N:19]4[CH2:24][CH2:23][O:22][CH2:21][CH2:20]4)[CH2:14]3)[CH:9]=[CH:8][C:6]=2[N:7]=1.C1C=C(Cl)C=C(C(OO)=[O:33])C=1. The catalyst is C(Cl)Cl. The product is [CH3:1][S:2]([C:3]1[S:4][C:5]2[CH:11]=[C:10]([CH2:12][N:13]3[CH:18]=[CH:17][N:16]=[C:15]([N:19]4[CH2:20][CH2:21][O:22][CH2:23][CH2:24]4)[CH2:14]3)[CH:9]=[CH:8][C:6]=2[N:7]=1)=[O:33]. The yield is 0.551. (3) The reactants are [C:1]1(C)C=CC(S(O)(=O)=O)=CC=1.O.C[CH:14]=[CH:15][C:16]1[CH:21]=[CH:20][CH:19]=[CH:18][CH:17]=1.[CH2:22]([OH:25])[CH2:23][OH:24]. No catalyst specified. The product is [CH3:1][C:15]([O:24][CH2:23][CH2:22][OH:25])([C:16]1[CH:17]=[CH:18][CH:19]=[CH:20][CH:21]=1)[CH3:14]. The yield is 0.0400. (4) The reactants are [Cl:1][C:2]1[N:7]=[C:6](Cl)[C:5]([Cl:9])=[CH:4][N:3]=1.[N:10]1([C:16]([O:18][C:19]([CH3:22])([CH3:21])[CH3:20])=[O:17])[CH2:15][CH2:14][NH:13][CH2:12][CH2:11]1.CCN(C(C)C)C(C)C. The catalyst is CN(C=O)C.O. The product is [Cl:1][C:2]1[N:7]=[C:6]([N:13]2[CH2:12][CH2:11][N:10]([C:16]([O:18][C:19]([CH3:22])([CH3:21])[CH3:20])=[O:17])[CH2:15][CH2:14]2)[C:5]([Cl:9])=[CH:4][N:3]=1. The yield is 0.510.